This data is from Peptide-MHC class I binding affinity with 185,985 pairs from IEDB/IMGT. The task is: Regression. Given a peptide amino acid sequence and an MHC pseudo amino acid sequence, predict their binding affinity value. This is MHC class I binding data. (1) The peptide sequence is LTSAWVMYGT. The MHC is HLA-A68:02 with pseudo-sequence HLA-A68:02. The binding affinity (normalized) is 0.805. (2) The peptide sequence is AAYEFQSGTG. The MHC is H-2-Kb with pseudo-sequence H-2-Kb. The binding affinity (normalized) is 0.332.